From a dataset of Reaction yield outcomes from USPTO patents with 853,638 reactions. Predict the reaction yield, written as a fraction of the theoretical maximum amount of product (1.0 means a 100% yield; for example, 0.34 means a 34% yield). (1) The reactants are Br[C:2]1[CH:3]=[C:4]([N+:11]([O-:13])=[O:12])[CH:5]=[C:6]2[C:10]=1[NH:9][CH:8]=[CH:7]2.C(=O)([O-])[O-].[Cs+].[Cs+].[CH:20]1(B(O)O)[CH2:22][CH2:21]1. The catalyst is C1(C)C=CC=CC=1.O. The product is [CH:20]1([C:2]2[CH:3]=[C:4]([N+:11]([O-:13])=[O:12])[CH:5]=[C:6]3[C:10]=2[NH:9][CH:8]=[CH:7]3)[CH2:22][CH2:21]1. The yield is 0.790. (2) The reactants are [CH3:1][O:2][C:3](=[O:21])[CH:4]([NH:8][C:9](=[O:20])[CH:10]([NH2:19])[CH2:11][CH2:12][C:13]1[CH:18]=[CH:17][CH:16]=[CH:15][CH:14]=1)[CH:5]([CH3:7])[CH3:6].O.Cl[C:24]([O:26][C:27]1[CH:32]=[CH:31][CH:30]=[CH:29][CH:28]=1)=[O:25].CCN(C(C)C)C(C)C. The catalyst is O1CCOCC1. The product is [CH3:1][O:2][C:3](=[O:21])[CH:4]([NH:8][C:9](=[O:20])[CH:10]([NH:19][C:24]([O:26][C:27]1[CH:32]=[CH:31][CH:30]=[CH:29][CH:28]=1)=[O:25])[CH2:11][CH2:12][C:13]1[CH:14]=[CH:15][CH:16]=[CH:17][CH:18]=1)[CH:5]([CH3:6])[CH3:7]. The yield is 0.790. (3) The reactants are [NH:1]1[CH2:5][CH2:4][C@@H:3]([N:6]2[CH:10]=[C:9]([O:11][C:12]3[N:13]=[C:14]([OH:22])[C:15]4[CH:21]=[CH:20][N:19]=[CH:18][C:16]=4[N:17]=3)[CH:8]=[N:7]2)[CH2:2]1.Cl[CH2:24][CH2:25][S:26](CCCl)(=[O:28])=[O:27].CCN(C(C)C)C(C)C. The catalyst is C1COCC1. The product is [CH2:25]([S:26]([N:1]1[CH2:5][CH2:4][C@@H:3]([N:6]2[CH:10]=[C:9]([O:11][C:12]3[N:13]=[C:14]([OH:22])[C:15]4[CH:21]=[CH:20][N:19]=[CH:18][C:16]=4[N:17]=3)[CH:8]=[N:7]2)[CH2:2]1)(=[O:28])=[O:27])[CH3:24]. The yield is 0.380.